From a dataset of Peptide-MHC class II binding affinity with 134,281 pairs from IEDB. Regression. Given a peptide amino acid sequence and an MHC pseudo amino acid sequence, predict their binding affinity value. This is MHC class II binding data. (1) The peptide sequence is YNKFLANVSTVLTGK. The MHC is DRB1_0404 with pseudo-sequence DRB1_0404. The binding affinity (normalized) is 0.182. (2) The peptide sequence is ADSEITETYKEGDAV. The MHC is DRB1_0404 with pseudo-sequence DRB1_0404. The binding affinity (normalized) is 0.156. (3) The peptide sequence is RGHHRQVIGAAQLGR. The MHC is HLA-DQA10401-DQB10402 with pseudo-sequence HLA-DQA10401-DQB10402. The binding affinity (normalized) is 0.145. (4) The peptide sequence is KMIGGIGGFIKVRQYDQIHI. The MHC is HLA-DQA10501-DQB10201 with pseudo-sequence HLA-DQA10501-DQB10201. The binding affinity (normalized) is 0.149. (5) The binding affinity (normalized) is 0.471. The MHC is DRB1_0701 with pseudo-sequence DRB1_0701. The peptide sequence is PQLTKNAGVLTCSLS. (6) The peptide sequence is RRRLLVLDAVALERW. The MHC is DRB1_1501 with pseudo-sequence DRB1_1501. The binding affinity (normalized) is 0.735. (7) The peptide sequence is VHAQTVEDEARRMWA. The MHC is HLA-DPA10301-DPB10402 with pseudo-sequence HLA-DPA10301-DPB10402. The binding affinity (normalized) is 0. (8) The peptide sequence is KSIIKARVVWKAIIE. The MHC is DRB1_0405 with pseudo-sequence DRB1_0405. The binding affinity (normalized) is 0.279.